From a dataset of Forward reaction prediction with 1.9M reactions from USPTO patents (1976-2016). Predict the product of the given reaction. (1) Given the reactants Br[C:2]1[N:6]([CH3:7])[CH:5]=[N:4][CH:3]=1.CON(C)[C:11]([C:13]1[N:14]=[C:15]([CH3:18])[S:16][CH:17]=1)=[O:12], predict the reaction product. The product is: [CH3:7][N:6]1[C:2]([C:11]([C:13]2[N:14]=[C:15]([CH3:18])[S:16][CH:17]=2)=[O:12])=[CH:3][N:4]=[CH:5]1. (2) Given the reactants [CH2:1]([O:4][CH2:5][C:6]([CH2:19][O:20][CH2:21][CH:22]=[CH2:23])([CH2:9][O:10][CH2:11][CH2:12][CH2:13][CH2:14][CH2:15][CH2:16][CH2:17][CH3:18])[CH2:7][CH3:8])[CH:2]=[CH2:3].[Cl:24][SiH:25]([Cl:27])[Cl:26], predict the reaction product. The product is: [Cl:24][Si:25]([CH2:23][CH2:22][CH2:21][O:20][CH2:19][C:6]([CH2:5][O:4][CH2:1][CH2:2][CH2:3][Si:25]([Cl:27])([Cl:26])[Cl:24])([CH2:9][O:10][CH2:11][CH2:12][CH2:13][CH2:14][CH2:15][CH2:16][CH2:17][CH3:18])[CH2:7][CH3:8])([Cl:27])[Cl:26]. (3) Given the reactants [OH:1][C:2]1[CH:10]=[C:9]([O:11][CH3:12])[CH:8]=[C:7]([O:13][CH3:14])[C:3]=1[C:4]([OH:6])=[O:5].O[CH:16]([CH2:18][CH2:19][C:20](=[O:26])[CH2:21][CH2:22][CH2:23][CH:24]=[CH2:25])[CH3:17].C1C=CC(P(C2C=CC=CC=2)C2C=CC=CC=2)=CC=1.N(C(OCC)=O)=NC(OCC)=O, predict the reaction product. The product is: [CH3:17][CH:16]([O:5][C:4](=[O:6])[C:3]1[C:7]([O:13][CH3:14])=[CH:8][C:9]([O:11][CH3:12])=[CH:10][C:2]=1[OH:1])[CH2:18][CH2:19][C:20](=[O:26])[CH2:21][CH2:22][CH2:23][CH:24]=[CH2:25]. (4) Given the reactants [NH2:1][CH2:2][CH2:3][NH:4][C@H:5]1[CH2:10][CH2:9][C@H:8]([CH2:11][C:12]([NH:14][C@H:15]2[CH2:20][C:19]3[CH:21]=[CH:22][CH:23]=[C:24]([C:25]([OH:27])=[O:26])[C:18]=3[O:17][B:16]2[OH:28])=[O:13])[CH2:7][CH2:6]1.C(O)(=O)C.O=[CH:34][C@@H:35]([NH:37][C:38](=[O:44])[O:39][C:40]([CH3:43])([CH3:42])[CH3:41])[CH3:36].C(O[BH-](OC(=O)C)OC(=O)C)(=O)C.[Na+], predict the reaction product. The product is: [C:40]([O:39][C:38]([NH:37][C@@H:35]([CH3:36])[CH2:34][NH:1][CH2:2][CH2:3][NH:4][C@H:5]1[CH2:10][CH2:9][C@H:8]([CH2:11][C:12]([NH:14][C@H:15]2[CH2:20][C:19]3[CH:21]=[CH:22][CH:23]=[C:24]([C:25]([OH:27])=[O:26])[C:18]=3[O:17][B:16]2[OH:28])=[O:13])[CH2:7][CH2:6]1)=[O:44])([CH3:43])([CH3:42])[CH3:41]. (5) The product is: [CH3:55][O:54][C:52](=[O:53])[C:51]1[CH:56]=[CH:57][C:58]([CH3:1])=[C:49]([NH:48][C:20]([C:18]2[C:17](=[O:23])[NH:16][C:14]3[N:15]=[C:10]([O:9][CH3:8])[N:11]=[CH:12][C:13]=3[CH:19]=2)=[O:22])[CH:50]=1. Given the reactants [CH2:1](N(CC)CC)C.[CH3:8][O:9][C:10]1[N:11]=[CH:12][C:13]2[CH:19]=[C:18]([C:20]([OH:22])=O)[C:17](=[O:23])[NH:16][C:14]=2[N:15]=1.CN(C(ON1N=NC2C=CC=NC1=2)=[N+](C)C)C.F[P-](F)(F)(F)(F)F.[NH2:48][C:49]1[CH:50]=[C:51]([CH:56]=[CH:57][C:58]=1Cl)[C:52]([O:54][CH3:55])=[O:53].C(=O)(O)[O-].[Na+], predict the reaction product. (6) Given the reactants [NH2:1][C:2]1[CH:11]=[C:10]2[C:5]([C:6]([Br:16])=[N:7][N:8]([CH:13]([CH3:15])[CH3:14])[C:9]2=[O:12])=[CH:4][CH:3]=1.[Cl:17][CH2:18][CH2:19][CH2:20][C:21](Cl)=[O:22], predict the reaction product. The product is: [Br:16][C:6]1[C:5]2[C:10](=[CH:11][C:2]([NH:1][C:21](=[O:22])[CH2:20][CH2:19][CH2:18][Cl:17])=[CH:3][CH:4]=2)[C:9](=[O:12])[N:8]([CH:13]([CH3:14])[CH3:15])[N:7]=1. (7) Given the reactants Cl[C:2]1[CH:11]=[C:10]([Cl:12])[C:9]2[C:4](=[CH:5][C:6]([O:13][CH3:14])=[CH:7][CH:8]=2)[N:3]=1.[NH:15]1[CH2:19][CH2:18][CH2:17][CH2:16]1.CCN(C(C)C)C(C)C, predict the reaction product. The product is: [Cl:12][C:10]1[C:9]2[C:4](=[CH:5][C:6]([O:13][CH3:14])=[CH:7][CH:8]=2)[N:3]=[C:2]([N:15]2[CH2:19][CH2:18][CH2:17][CH2:16]2)[CH:11]=1.